Regression. Given a peptide amino acid sequence and an MHC pseudo amino acid sequence, predict their binding affinity value. This is MHC class II binding data. From a dataset of Peptide-MHC class II binding affinity with 134,281 pairs from IEDB. (1) The peptide sequence is QAIANGVPVSLVNSI. The MHC is DRB1_0101 with pseudo-sequence DRB1_0101. The binding affinity (normalized) is 0.190. (2) The peptide sequence is KYYLRLWAPELAKSQ. The MHC is DRB1_1501 with pseudo-sequence DRB1_1501. The binding affinity (normalized) is 0.915.